From a dataset of Full USPTO retrosynthesis dataset with 1.9M reactions from patents (1976-2016). Predict the reactants needed to synthesize the given product. (1) Given the product [Br:22][C:23]1[CH:32]=[C:31]2[C:26]([C:27]([C:6]3[CH:7]=[C:8]([F:9])[C:3]([CH:2]([F:1])[F:21])=[CH:4][C:5]=3[O:19][CH3:20])=[N:28][CH:29]=[N:30]2)=[CH:25][CH:24]=1, predict the reactants needed to synthesize it. The reactants are: [F:1][CH:2]([F:21])[C:3]1[C:8]([F:9])=[CH:7][C:6](B2OC(C)(C)C(C)(C)O2)=[C:5]([O:19][CH3:20])[CH:4]=1.[Br:22][C:23]1[CH:32]=[C:31]2[C:26]([C:27](Cl)=[N:28][CH:29]=[N:30]2)=[CH:25][CH:24]=1.C(=O)([O-])[O-].[K+].[K+].O. (2) Given the product [N:31]1([C:37]2[CH:38]=[CH:39][C:40]([NH:41][C:2]3[C:3]4[NH:21][N:20]=[CH:19][C:4]=4[N:5]=[C:6]([C:8]4[CH:9]=[C:10]([NH:14][S:15]([CH3:18])(=[O:16])=[O:17])[CH:11]=[CH:12][CH:13]=4)[N:7]=3)=[CH:42][CH:43]=2)[CH2:32][CH2:33][NH:34][CH2:35][CH2:36]1, predict the reactants needed to synthesize it. The reactants are: Cl[C:2]1[C:3]2[C:4](=[CH:19][N:20](CC3C=CC(OC)=CC=3)[N:21]=2)[N:5]=[C:6]([C:8]2[CH:9]=[C:10]([NH:14][S:15]([CH3:18])(=[O:17])=[O:16])[CH:11]=[CH:12][CH:13]=2)[N:7]=1.[N:31]1([C:37]2[CH:43]=[CH:42][C:40]([NH2:41])=[CH:39][CH:38]=2)[CH2:36][CH2:35][NH:34][CH2:33][CH2:32]1.Cl. (3) The reactants are: F[C:2]1[C:3]([O:33][C@H:34]2[CH2:39][CH2:38][NH:37][CH2:36][C@H:35]2[F:40])=[C:4]([CH:7]=[C:8]([C:10]2[N:15]=[C:14]([NH:16][C:17]3[CH:22]=[CH:21][C:20]([N:23]4[CH2:28][CH2:27][N:26]([CH:29]5[CH2:32][O:31][CH2:30]5)[CH2:25][CH2:24]4)=[CH:19][CH:18]=3)[N:13]=[CH:12][N:11]=2)[CH:9]=1)[C:5]#[N:6].CN(C(ON1N=NC2C=CC=NC1=2)=[N+](C)C)C.F[P-](F)(F)(F)(F)F.[O:65]=[C:66]1[NH:70][C@H:69]([C:71](O)=[O:72])[CH2:68][S:67]1. Given the product [F:40][C@H:35]1[C@@H:34]([O:33][C:3]2[CH:2]=[CH:9][C:8]([C:10]3[N:15]=[C:14]([NH:16][C:17]4[CH:18]=[CH:19][C:20]([N:23]5[CH2:28][CH2:27][N:26]([CH:29]6[CH2:30][O:31][CH2:32]6)[CH2:25][CH2:24]5)=[CH:21][CH:22]=4)[N:13]=[CH:12][N:11]=3)=[CH:7][C:4]=2[C:5]#[N:6])[CH2:39][CH2:38][N:37]([C:71]([C@@H:69]2[CH2:68][S:67][C:66](=[O:65])[NH:70]2)=[O:72])[CH2:36]1, predict the reactants needed to synthesize it. (4) The reactants are: Cl.[C:2]([O:10][CH2:11][CH2:12][CH2:13][CH2:14][CH2:15][CH2:16][CH2:17][CH2:18][CH2:19][CH2:20][CH2:21][CH2:22][CH2:23][CH2:24][CH2:25][CH2:26][CH2:27][CH2:28][CH2:29][CH2:30][CH2:31][CH2:32][CH2:33][CH2:34][CH2:35][CH2:36][CH2:37][CH3:38])(=[O:9])[C:3]1[CH:8]=[CH:7][CH:6]=[N:5][CH:4]=1.C([O-])(O)=O.[Na+]. Given the product [C:2]([O:10][CH2:11][CH2:12][CH2:13][CH2:14][CH2:15][CH2:16][CH2:17][CH2:18][CH2:19][CH2:20][CH2:21][CH2:22][CH2:23][CH2:24][CH2:25][CH2:26][CH2:27][CH2:28][CH2:29][CH2:30][CH2:31][CH2:32][CH2:33][CH2:34][CH2:35][CH2:36][CH2:37][CH3:38])(=[O:9])[C:3]1[CH:8]=[CH:7][CH:6]=[N:5][CH:4]=1, predict the reactants needed to synthesize it.